This data is from NCI-60 drug combinations with 297,098 pairs across 59 cell lines. The task is: Regression. Given two drug SMILES strings and cell line genomic features, predict the synergy score measuring deviation from expected non-interaction effect. (1) Drug 1: CC1CCC2CC(C(=CC=CC=CC(CC(C(=O)C(C(C(=CC(C(=O)CC(OC(=O)C3CCCCN3C(=O)C(=O)C1(O2)O)C(C)CC4CCC(C(C4)OC)OCCO)C)C)O)OC)C)C)C)OC. Drug 2: C1CCC(C(C1)N)N.C(=O)(C(=O)[O-])[O-].[Pt+4]. Cell line: NCI-H322M. Synergy scores: CSS=7.30, Synergy_ZIP=-3.58, Synergy_Bliss=1.54, Synergy_Loewe=-1.29, Synergy_HSA=1.65. (2) Drug 1: CC1=CC2C(CCC3(C2CCC3(C(=O)C)OC(=O)C)C)C4(C1=CC(=O)CC4)C. Drug 2: C(CCl)NC(=O)N(CCCl)N=O. Cell line: SW-620. Synergy scores: CSS=8.07, Synergy_ZIP=-1.51, Synergy_Bliss=4.83, Synergy_Loewe=-1.94, Synergy_HSA=2.21. (3) Drug 1: CN1CCC(CC1)COC2=C(C=C3C(=C2)N=CN=C3NC4=C(C=C(C=C4)Br)F)OC. Drug 2: CC1C(C(CC(O1)OC2CC(CC3=C2C(=C4C(=C3O)C(=O)C5=C(C4=O)C(=CC=C5)OC)O)(C(=O)CO)O)N)O.Cl. Cell line: HT29. Synergy scores: CSS=42.3, Synergy_ZIP=-0.506, Synergy_Bliss=0.696, Synergy_Loewe=-5.97, Synergy_HSA=0.207. (4) Drug 1: CC1C(C(CC(O1)OC2CC(CC3=C2C(=C4C(=C3O)C(=O)C5=C(C4=O)C(=CC=C5)OC)O)(C(=O)CO)O)N)O.Cl. Drug 2: C1CN(P(=O)(OC1)NCCCl)CCCl. Cell line: TK-10. Synergy scores: CSS=8.41, Synergy_ZIP=0.935, Synergy_Bliss=2.29, Synergy_Loewe=4.09, Synergy_HSA=4.03. (5) Drug 1: CC1=C(C=C(C=C1)NC(=O)C2=CC=C(C=C2)CN3CCN(CC3)C)NC4=NC=CC(=N4)C5=CN=CC=C5. Drug 2: COC1=C2C(=CC3=C1OC=C3)C=CC(=O)O2. Cell line: NCI-H522. Synergy scores: CSS=1.51, Synergy_ZIP=-0.703, Synergy_Bliss=0.701, Synergy_Loewe=-2.19, Synergy_HSA=-0.824. (6) Drug 1: C1C(C(OC1N2C=NC3=C(N=C(N=C32)Cl)N)CO)O. Drug 2: COC1=NC(=NC2=C1N=CN2C3C(C(C(O3)CO)O)O)N. Cell line: SNB-19. Synergy scores: CSS=43.9, Synergy_ZIP=-0.233, Synergy_Bliss=-1.24, Synergy_Loewe=-41.5, Synergy_HSA=-2.02.